Dataset: Catalyst prediction with 721,799 reactions and 888 catalyst types from USPTO. Task: Predict which catalyst facilitates the given reaction. (1) Reactant: [CH2:1]([C:5]1[C:6]([O:33][CH2:34][CH2:35][CH3:36])=[C:7]([NH:22][C:23]([NH:25][C:26]2[CH:31]=[CH:30][C:29]([CH3:32])=[CH:28][CH:27]=2)=[O:24])[CH:8]=[C:9]([C:11]2[CH:16]=[CH:15][CH:14]=[CH:13][C:12]=2[C:17]2[NH:21][N:20]=[N:19][N:18]=2)[CH:10]=1)/[CH:2]=[CH:3]/[CH3:4]. Product: [CH2:1]([C:5]1[C:6]([O:33][CH2:34][CH2:35][CH3:36])=[C:7]([NH:22][C:23]([NH:25][C:26]2[CH:31]=[CH:30][C:29]([CH3:32])=[CH:28][CH:27]=2)=[O:24])[CH:8]=[C:9]([C:11]2[CH:16]=[CH:15][CH:14]=[CH:13][C:12]=2[C:17]2[NH:18][N:19]=[N:20][N:21]=2)[CH:10]=1)[CH2:2][CH2:3][CH3:4]. The catalyst class is: 45. (2) Reactant: C(OC([N:8]1[CH2:13][CH2:12][C:11]2[N:14]([CH2:33][CH2:34][F:35])[C:15]([C:17]3[C:22]([C:23]#[C:24][C:25]4[CH:30]=[CH:29][CH:28]=[C:27]([OH:31])[CH:26]=4)=[CH:21][N:20]=[C:19]([NH2:32])[N:18]=3)=[CH:16][C:10]=2[C:9]1=[O:36])=O)(C)(C)C.[ClH:37]. Product: [NH2:32][C:19]1[N:18]=[C:17]([C:15]2[N:14]([CH2:33][CH2:34][F:35])[C:11]3[CH2:12][CH2:13][NH:8][C:9](=[O:36])[C:10]=3[CH:16]=2)[C:22]([C:23]#[C:24][C:25]2[CH:30]=[CH:29][CH:28]=[C:27]([OH:31])[CH:26]=2)=[CH:21][N:20]=1.[ClH:37]. The catalyst class is: 12.